This data is from Peptide-MHC class II binding affinity with 134,281 pairs from IEDB. The task is: Regression. Given a peptide amino acid sequence and an MHC pseudo amino acid sequence, predict their binding affinity value. This is MHC class II binding data. The peptide sequence is GSDTRFLRGYHQYA. The MHC is DRB1_0101 with pseudo-sequence DRB1_0101. The binding affinity (normalized) is 0.389.